This data is from Forward reaction prediction with 1.9M reactions from USPTO patents (1976-2016). The task is: Predict the product of the given reaction. Given the reactants [Cl-].[Cl-].[Cl-].[Al+3].[C:5](Cl)(=[O:15])[C:6]1[CH:14]=[CH:13][C:9]([C:10](Cl)=[O:11])=[CH:8][CH:7]=1.Cl.[CH:18]1[CH:23]=[CH:22][CH:21]=[CH:20][CH:19]=1, predict the reaction product. The product is: [C:5]([C:6]1[CH:14]=[CH:13][C:9]([C:10](=[O:11])[C:6]2[CH:14]=[CH:13][CH:9]=[CH:8][CH:7]=2)=[CH:8][CH:7]=1)(=[O:15])[C:18]1[CH:23]=[CH:22][CH:21]=[CH:20][CH:19]=1.